Dataset: Forward reaction prediction with 1.9M reactions from USPTO patents (1976-2016). Task: Predict the product of the given reaction. (1) The product is: [F:1][C:2]1[CH:7]=[C:6]([I:8])[CH:5]=[CH:4][C:3]=1[NH:9][C:10]1[C:15]([N+:16]([O-:18])=[O:17])=[CH:14][N:13]([CH3:22])[C:12](=[O:19])[CH:11]=1. Given the reactants [F:1][C:2]1[CH:7]=[C:6]([I:8])[CH:5]=[CH:4][C:3]=1[NH:9][C:10]1[C:15]([N+:16]([O-:18])=[O:17])=[CH:14][NH:13][C:12](=[O:19])[CH:11]=1.[H-].[Na+].[CH3:22]I.O, predict the reaction product. (2) The product is: [CH3:32][O:33][C:34](=[O:37])[CH2:35][NH:36][C:25](=[O:26])[C:24]1[CH:28]=[CH:29][C:21]([C:3]([CH2:1][CH3:2])([C:6]2[CH:11]=[CH:10][C:9]([O:12][CH2:13][C:14]([CH2:18][CH3:19])([OH:17])[CH2:15][CH3:16])=[C:8]([CH3:20])[CH:7]=2)[CH2:4][CH3:5])=[CH:22][C:23]=1[CH3:30]. Given the reactants [CH2:1]([C:3]([C:21]1[CH:29]=[CH:28][C:24]([C:25](O)=[O:26])=[C:23]([CH3:30])[CH:22]=1)([C:6]1[CH:11]=[CH:10][C:9]([O:12][CH2:13][C:14]([CH2:18][CH3:19])([OH:17])[CH2:15][CH3:16])=[C:8]([CH3:20])[CH:7]=1)[CH2:4][CH3:5])[CH3:2].Cl.[CH3:32][O:33][C:34](=[O:37])[CH2:35][NH2:36], predict the reaction product. (3) The product is: [C:15]([O:19][C:20](=[O:35])[NH:21][C@H:22]([C:26]([N:28]1[CH2:33][CH2:32][CH:31]([O:34][C:41]2[CH:40]=[N:39][C:38]([C:37]([F:46])([F:45])[F:36])=[CH:43][CH:42]=2)[CH2:30][CH2:29]1)=[O:27])[CH:23]([CH3:25])[CH3:24])([CH3:17])([CH3:18])[CH3:16]. Given the reactants N(C(OC(C)C)=O)=NC(OC(C)C)=O.[C:15]([O:19][C:20](=[O:35])[NH:21][C@H:22]([C:26]([N:28]1[CH2:33][CH2:32][CH:31]([OH:34])[CH2:30][CH2:29]1)=[O:27])[CH:23]([CH3:25])[CH3:24])([CH3:18])([CH3:17])[CH3:16].[F:36][C:37]([F:46])([F:45])[C:38]1[CH:43]=[CH:42][C:41](O)=[CH:40][N:39]=1.C1(P(C2C=CC=CC=2)C2C=CC=CC=2)C=CC=CC=1, predict the reaction product. (4) Given the reactants [CH3:1][O:2][C:3]1[C:12]2[CH2:11][CH2:10][CH2:9][CH2:8][C:7]=2[CH:6]=[CH:5][C:4]=1[C:13]1[C:22]([N+:23]([O-])=O)=[CH:21][CH:20]=[CH:19][C:14]=1[C:15]([O:17][CH3:18])=[O:16], predict the reaction product. The product is: [CH3:1][O:2][C:3]1[C:4]2[C:13]3[C:14]([C:15]([O:17][CH3:18])=[O:16])=[CH:19][CH:20]=[CH:21][C:22]=3[NH:23][C:5]=2[CH:6]=[C:7]2[CH2:8][CH2:9][CH2:10][CH2:11][C:12]=12. (5) Given the reactants [CH3:1][N:2]1[CH2:7][CH2:6][CH2:5][C@@H:4]([NH:8][C:9]([C:11]2[C:19]3[C:14](=[N:15][CH:16]=[C:17]([CH:20]4[CH2:22][CH2:21]4)[N:18]=3)[N:13](COCC[Si](C)(C)C)[CH:12]=2)=[O:10])[C:3]1=[O:31].C1OCCOCCOCCOCCOCCOC1.[F-].[Cs+], predict the reaction product. The product is: [CH3:1][N:2]1[CH2:7][CH2:6][CH2:5][C@@H:4]([NH:8][C:9]([C:11]2[C:19]3[C:14](=[N:15][CH:16]=[C:17]([CH:20]4[CH2:22][CH2:21]4)[N:18]=3)[NH:13][CH:12]=2)=[O:10])[C:3]1=[O:31].